Dataset: Full USPTO retrosynthesis dataset with 1.9M reactions from patents (1976-2016). Task: Predict the reactants needed to synthesize the given product. (1) Given the product [F:15][CH:16]([F:39])[C:17]1[C:18]([C:19](=[S:2])[NH:21][C:22]2[C:31]3[CH2:30][CH2:29][C:28]([CH3:33])([CH3:32])[CH2:27][C:26]=3[CH:25]=[CH:24][CH:23]=2)=[CH:34][C:35]([CH3:38])=[CH:36][N:37]=1, predict the reactants needed to synthesize it. The reactants are: P12(SP3(SP(SP(S3)(S1)=S)(=S)S2)=S)=[S:2].[F:15][CH:16]([F:39])[C:17]1[N:37]=[CH:36][C:35]([CH3:38])=[CH:34][C:18]=1[C:19]([NH:21][C:22]1[C:31]2[CH2:30][CH2:29][C:28]([CH3:33])([CH3:32])[CH2:27][C:26]=2[CH:25]=[CH:24][CH:23]=1)=O. (2) Given the product [CH3:1][C:2]1[S:3][C:4]([C:7]([NH2:12])=[O:9])=[CH:5][N:6]=1, predict the reactants needed to synthesize it. The reactants are: [CH3:1][C:2]1[S:3][C:4]([C:7]([O:9]C)=O)=[CH:5][N:6]=1.O.[NH3:12]. (3) Given the product [NH2:1][C:2]1[N:7]=[C:6]([C:8]2[S:9][CH:10]=[CH:11][CH:12]=2)[C:5]([C:13]2[CH:14]=[CH:15][C:16](=[O:19])[N:17]([CH:20]([CH3:22])[CH3:21])[N:18]=2)=[CH:4][N:3]=1, predict the reactants needed to synthesize it. The reactants are: [NH2:1][C:2]1[N:7]=[C:6]([C:8]2[S:9][CH:10]=[CH:11][CH:12]=2)[C:5]([C:13]2[CH:14]=[CH:15][C:16](=[O:19])[NH:17][N:18]=2)=[CH:4][N:3]=1.[CH:20](I)([CH3:22])[CH3:21].